From a dataset of Forward reaction prediction with 1.9M reactions from USPTO patents (1976-2016). Predict the product of the given reaction. (1) Given the reactants [Cl:1][C:2]1[CH:9]=[CH:8][C:5]([CH2:6][NH2:7])=[CH:4][CH:3]=1.[CH:10]([C:13]1[CH:20]=[CH:19][C:16]([CH:17]=O)=[CH:15][CH:14]=1)([CH3:12])[CH3:11].C(O)(=O)C.C([BH3-])#N.[Na+], predict the reaction product. The product is: [Cl:1][C:2]1[CH:9]=[CH:8][C:5]([CH2:6][NH:7][CH2:17][C:16]2[CH:19]=[CH:20][C:13]([CH:10]([CH3:12])[CH3:11])=[CH:14][CH:15]=2)=[CH:4][CH:3]=1. (2) Given the reactants [Cl:1][C:2]1[CH:3]=[C:4]([CH:18]=[CH:19][CH:20]=1)[CH2:5][NH:6][C:7]([C:9]1[CH:17]=[C:16]2[C:12]([CH:13]=[N:14][NH:15]2)=[CH:11][CH:10]=1)=[O:8].Br[CH2:22][CH2:23][C:24]1[CH:29]=[CH:28][CH:27]=[CH:26][CH:25]=1.N1C2C(=CC=CC=2)C=N1, predict the reaction product. The product is: [Cl:1][C:2]1[CH:3]=[C:4]([CH:18]=[CH:19][CH:20]=1)[CH2:5][NH:6][C:7]([C:9]1[CH:10]=[CH:11][C:12]2[C:16]([CH:17]=1)=[N:15][N:14]([CH2:22][CH2:23][C:24]1[CH:29]=[CH:28][CH:27]=[CH:26][CH:25]=1)[CH:13]=2)=[O:8]. (3) Given the reactants [CH2:1]([C:5]1[CH:10]=[CH:9][C:8]([C:11]#[C:12][C:13]2[CH:31]=[CH:30][C:16]([CH2:17][NH:18][C:19]3[CH:28]=[CH:27][C:22]([C:23]([O:25][CH3:26])=[O:24])=[C:21]([F:29])[CH:20]=3)=[CH:15][CH:14]=2)=[CH:7][CH:6]=1)[CH2:2][CH2:3][CH3:4].[CH:32]1([CH2:37][CH2:38][C:39](Cl)=[O:40])[CH2:36][CH2:35][CH2:34][CH2:33]1, predict the reaction product. The product is: [CH2:1]([C:5]1[CH:6]=[CH:7][C:8]([C:11]#[C:12][C:13]2[CH:31]=[CH:30][C:16]([CH2:17][N:18]([C:39](=[O:40])[CH2:38][CH2:37][CH:32]3[CH2:36][CH2:35][CH2:34][CH2:33]3)[C:19]3[CH:28]=[CH:27][C:22]([C:23]([O:25][CH3:26])=[O:24])=[C:21]([F:29])[CH:20]=3)=[CH:15][CH:14]=2)=[CH:9][CH:10]=1)[CH2:2][CH2:3][CH3:4]. (4) Given the reactants [C:1]1([N:7]2[C:11]([C:12]3[C:17](=[O:18])[CH:16]=[CH:15][N:14]([CH:19]4[CH2:24][CH2:23][NH:22][CH2:21][CH2:20]4)[N:13]=3)=[CH:10][CH:9]=[N:8]2)[CH:6]=[CH:5][CH:4]=[CH:3][CH:2]=1.I[C:26]1[CH:31]=[CH:30][CH:29]=[CH:28][CH:27]=1.CC1(C)C2C(=C(P(C3C=CC=CC=3)C3C=CC=CC=3)C=CC=2)OC2C(P(C3C=CC=CC=3)C3C=CC=CC=3)=CC=CC1=2.CC(C)([O-])C.[Na+], predict the reaction product. The product is: [C:26]1([N:22]2[CH2:23][CH2:24][CH:19]([N:14]3[CH:15]=[CH:16][C:17](=[O:18])[C:12]([C:11]4[N:7]([C:1]5[CH:2]=[CH:3][CH:4]=[CH:5][CH:6]=5)[N:8]=[CH:9][CH:10]=4)=[N:13]3)[CH2:20][CH2:21]2)[CH:31]=[CH:30][CH:29]=[CH:28][CH:27]=1. (5) The product is: [SH:21][C:12]1[CH:13]=[CH:14][C:15]2[C:20](=[CH:19][CH:18]=[CH:17][CH:16]=2)[C:11]=1[NH:10][C:8]([C:2]1([CH3:1])[CH2:3][CH2:4][CH2:5][CH2:6][CH2:7]1)=[O:9]. Given the reactants [CH3:1][C:2]1([C:8]([NH:10][C:11]2[C:20]3[C:15](=[CH:16][CH:17]=[CH:18][CH:19]=3)[CH:14]=[CH:13][C:12]=2[S:21]C(C2(C)CCCCC2)=O)=[O:9])[CH2:7][CH2:6][CH2:5][CH2:4][CH2:3]1.[OH-].[K+].O, predict the reaction product. (6) Given the reactants [CH2:1]([OH:9])[CH2:2][CH2:3][CH2:4][CH2:5][CH2:6][CH2:7][CH3:8].C([O-])(=O)C.[Na+], predict the reaction product. The product is: [CH:1](=[O:9])[CH2:2][CH2:3][CH2:4][CH2:5][CH2:6][CH2:7][CH3:8].